The task is: Binary Classification. Given a T-cell receptor sequence (or CDR3 region) and an epitope sequence, predict whether binding occurs between them.. This data is from TCR-epitope binding with 47,182 pairs between 192 epitopes and 23,139 TCRs. (1) The epitope is VLAWLYAAV. The TCR CDR3 sequence is CASSPLLAGGTNEQFF. Result: 0 (the TCR does not bind to the epitope). (2) The epitope is GPGHKARVL. The TCR CDR3 sequence is CSARGGLSQNTGELFF. Result: 0 (the TCR does not bind to the epitope). (3) The epitope is FTYASALWEI. The TCR CDR3 sequence is CASSYSSSGGAYEQYF. Result: 0 (the TCR does not bind to the epitope). (4) The epitope is HPKVSSEVHI. The TCR CDR3 sequence is CASSLDLGTSYNEQFF. Result: 0 (the TCR does not bind to the epitope). (5) The epitope is HTTDPSFLGRY. The TCR CDR3 sequence is CASSQGTGRVDTEAFF. Result: 1 (the TCR binds to the epitope). (6) The epitope is FLNGSCGSV. The TCR CDR3 sequence is CASSVRGGPVDTQYF. Result: 1 (the TCR binds to the epitope). (7) The epitope is NLNESLIDL. The TCR CDR3 sequence is CASSGTGFYEQYF. Result: 1 (the TCR binds to the epitope). (8) The epitope is HPVGEADYFEY. The TCR CDR3 sequence is CASSQEHRGSETQYF. Result: 0 (the TCR does not bind to the epitope). (9) The epitope is SEPVLKGVKL. The TCR CDR3 sequence is CASSWDWSGYTF. Result: 0 (the TCR does not bind to the epitope).